Dataset: Forward reaction prediction with 1.9M reactions from USPTO patents (1976-2016). Task: Predict the product of the given reaction. (1) Given the reactants [C:1]([O:5][C:6]([N:8]1[CH2:13][CH2:12][CH2:11][CH2:10][CH:9]1[CH2:14][C:15]([OH:17])=[O:16])=[O:7])([CH3:4])([CH3:3])[CH3:2].Br[CH2:19][C:20]([C:22]1[CH:27]=[CH:26][CH:25]=[C:24]([C:28]#[N:29])[CH:23]=1)=[O:21], predict the reaction product. The product is: [C:1]([O:5][C:6]([N:8]1[CH2:13][CH2:12][CH2:11][CH2:10][CH:9]1[CH2:14][C:15]([O:17][CH2:19][C:20]([C:22]1[CH:27]=[CH:26][CH:25]=[C:24]([C:28]#[N:29])[CH:23]=1)=[O:21])=[O:16])=[O:7])([CH3:4])([CH3:2])[CH3:3]. (2) Given the reactants Br[C:2]1[CH:7]=[CH:6][N:5]=[CH:4][C:3]=1[CH3:8].CC1C=C([B:16]2[O:24][C:21]([CH3:23])([CH3:22])[C:18]([CH3:20])([CH3:19])[O:17]2)C=CN=1, predict the reaction product. The product is: [CH3:8][C:3]1[CH:4]=[N:5][CH:6]=[CH:7][C:2]=1[B:16]1[O:24][C:21]([CH3:23])([CH3:22])[C:18]([CH3:20])([CH3:19])[O:17]1.